This data is from Full USPTO retrosynthesis dataset with 1.9M reactions from patents (1976-2016). The task is: Predict the reactants needed to synthesize the given product. (1) Given the product [Cl:1][C:2]1[CH:3]=[CH:4][C:5]([C@H:8]2[CH2:13][CH2:12][CH2:11][NH:10][CH2:9]2)=[CH:6][CH:7]=1, predict the reactants needed to synthesize it. The reactants are: [Cl:1][C:2]1[CH:7]=[CH:6][C:5]([CH:8]2[CH2:13][CH2:12][CH2:11][NH:10][CH2:9]2)=[CH:4][CH:3]=1. (2) Given the product [C:1]([O:50][CH:39]([CH2:38][CH2:37][CH2:36][CH2:35][CH2:34][CH2:33][O:32][Si:25]([C:28]([CH3:31])([CH3:30])[CH3:29])([CH3:27])[CH3:26])[CH2:40][CH2:41][CH2:42][CH2:43][C:44]#[C:45][Si:46]([CH3:49])([CH3:48])[CH3:47])(=[O:3])[CH3:2], predict the reactants needed to synthesize it. The reactants are: [C:1](OC1CCCCCC(O[Si](CC)(CC)CC)CCCCC1)(=[O:3])[CH3:2].[Si:25]([O:32][CH2:33][CH2:34][CH2:35][CH2:36][CH2:37][CH2:38][CH:39]([OH:50])[CH2:40][CH2:41][CH2:42][CH2:43][C:44]#[C:45][Si:46]([CH3:49])([CH3:48])[CH3:47])([C:28]([CH3:31])([CH3:30])[CH3:29])([CH3:27])[CH3:26].C([O-])([O-])=O.[K+].[K+].